From a dataset of Full USPTO retrosynthesis dataset with 1.9M reactions from patents (1976-2016). Predict the reactants needed to synthesize the given product. (1) Given the product [C:6]([C:5]1[CH:8]=[CH:9][C:2]([NH:15][C@H:16]([C:20]([OH:23])([CH3:22])[CH3:21])[C:17]([OH:19])=[O:18])=[C:3]([CH3:14])[C:4]=1[C:10]([F:13])([F:12])[F:11])#[N:7], predict the reactants needed to synthesize it. The reactants are: F[C:2]1[CH:9]=[CH:8][C:5]([C:6]#[N:7])=[C:4]([C:10]([F:13])([F:12])[F:11])[C:3]=1[CH3:14].[NH2:15][C@H:16]([C:20]([OH:23])([CH3:22])[CH3:21])[C:17]([OH:19])=[O:18].C([O-])([O-])=O.[K+].[K+]. (2) Given the product [Cl:12][C:13]1[CH:14]=[C:15]2[C:20](=[CH:21][C:22]=1[CH3:23])[O:19][CH2:18][CH2:17][CH:16]2[NH:24][C:31]([NH:37][C:9]1[CH:10]=[CH:11][CH:2]=[C:7]2[C:8]=1[CH:3]=[CH:4][CH:5]=[N:6]2)=[O:40], predict the reactants needed to synthesize it. The reactants are: N[C:2]1[CH:11]=[CH:10][CH:9]=[C:8]2[C:3]=1[CH:4]=[CH:5][N:6]=[CH:7]2.[Cl:12][C:13]1[CH:14]=[C:15]2[C:20](=[CH:21][C:22]=1[CH3:23])[O:19][CH2:18][CH2:17][CH:16]2[NH2:24].FC(F)(F)C1C=C2C([CH:31]([NH2:37])CCO2)=CC=1.[OH2:40].